From a dataset of Forward reaction prediction with 1.9M reactions from USPTO patents (1976-2016). Predict the product of the given reaction. (1) Given the reactants [CH3:1][O:2][C:3](=[O:37])[CH:4]=[CH:5][CH2:6][C@@H:7]1[C@H:12]2[C@H:13]3[C@H:22]([CH2:23][CH2:24][C@:10]2([CH3:11])[C:9](=[O:36])[CH2:8]1)[C:21]1[CH:20]=[C:19]([O:25][CH2:26][CH3:27])[C:18]([O:28]CC2C=CC=CC=2)=[CH:17][C:16]=1[CH2:15][CH2:14]3, predict the reaction product. The product is: [CH3:1][O:2][C:3](=[O:37])[CH2:4][CH2:5][CH2:6][C@@H:7]1[C@H:12]2[C@H:13]3[C@H:22]([CH2:23][CH2:24][C@:10]2([CH3:11])[C:9](=[O:36])[CH2:8]1)[C:21]1[CH:20]=[C:19]([O:25][CH2:26][CH3:27])[C:18]([OH:28])=[CH:17][C:16]=1[CH2:15][CH2:14]3. (2) Given the reactants C([O:8][C:9]1[CH:14]=[C:13]([CH3:15])[CH:12]=[C:11]([O:16]CC2C=CC=CC=2)[C:10]=1[C:24](=[O:26])[CH3:25])C1C=CC=CC=1.[CH3:27][O:28][C:29]1[CH:30]=[C:31]2[C:36](=[CH:37][CH:38]=1)[CH:35]=[C:34]([CH:39]=O)[CH:33]=[CH:32]2, predict the reaction product. The product is: [OH:16][C:11]1[CH:12]=[C:13]([CH3:15])[CH:14]=[C:9]([OH:8])[C:10]=1[C:24](=[O:26])[CH2:25][CH2:39][C:34]1[CH:33]=[CH:32][C:31]2[CH2:30][CH:29]([O:28][CH3:27])[CH2:38][CH2:37][C:36]=2[CH:35]=1. (3) Given the reactants [CH2:1]([O:3][C:4]([CH:6]1[CH2:11][CH2:10][NH:9][CH2:8][CH2:7]1)=[O:5])[CH3:2].[C:12](O[C:12]([O:14][C:15]([CH3:18])([CH3:17])[CH3:16])=[O:13])([O:14][C:15]([CH3:18])([CH3:17])[CH3:16])=[O:13], predict the reaction product. The product is: [CH2:1]([O:3][C:4]([CH:6]1[CH2:11][CH2:10][N:9]([C:12]([O:14][C:15]([CH3:18])([CH3:17])[CH3:16])=[O:13])[CH2:8][CH2:7]1)=[O:5])[CH3:2]. (4) Given the reactants [Br:1][C:2]1[CH:3]=[C:4]([N+:10]([O-:12])=[O:11])[C:5]([NH:8][NH2:9])=[N:6][CH:7]=1.[CH3:13][C:14](C)(C)C([O-])([O-])[O-], predict the reaction product. The product is: [Br:1][C:2]1[CH:3]=[C:4]([N+:10]([O-:12])=[O:11])[C:5]2[N:6]([C:13]([CH3:14])=[N:9][N:8]=2)[CH:7]=1. (5) Given the reactants C([O:3][C:4](=[O:17])[C:5]([CH2:7][O:8][CH2:9][CH2:10][P:11]([O:15][CH3:16])([O:13][CH3:14])=[O:12])=[CH2:6])C.[OH-].[Na+], predict the reaction product. The product is: [CH3:14][O:13][P:11]([CH2:10][CH2:9][O:8][CH2:7][C:5](=[CH2:6])[C:4]([OH:17])=[O:3])([O:15][CH3:16])=[O:12].